This data is from Full USPTO retrosynthesis dataset with 1.9M reactions from patents (1976-2016). The task is: Predict the reactants needed to synthesize the given product. (1) Given the product [CH2:1]([O:8][CH2:9][CH2:10][C:11]1([NH:14][C:20](=[O:21])[O:22][C:23]([CH3:26])([CH3:25])[CH3:24])[CH2:13][CH2:12]1)[C:2]1[CH:7]=[CH:6][CH:5]=[CH:4][CH:3]=1, predict the reactants needed to synthesize it. The reactants are: [CH2:1]([O:8][CH2:9][CH2:10][C:11]1([NH2:14])[CH2:13][CH2:12]1)[C:2]1[CH:7]=[CH:6][CH:5]=[CH:4][CH:3]=1.C(=O)([O-])O.[Na+].[C:20](O[C:20]([O:22][C:23]([CH3:26])([CH3:25])[CH3:24])=[O:21])([O:22][C:23]([CH3:26])([CH3:25])[CH3:24])=[O:21]. (2) Given the product [CH3:38][N:14]1[C:15]([NH:24][S:25]([C:28]2[CH:33]=[CH:32][C:31]([C:34]([CH3:36])([CH3:37])[CH3:35])=[CH:30][CH:29]=2)(=[O:27])=[O:26])=[C:16]([C:17]2[CH:22]=[CH:21][C:20]([CH3:23])=[CH:19][CH:18]=2)[C:12]([O:11][CH2:10][CH2:9][O:8][C:5]2[N:4]=[CH:3][CH:2]=[CH:7][N:6]=2)=[N:13]1, predict the reactants needed to synthesize it. The reactants are: Br[C:2]1[CH:3]=[N:4][C:5]([O:8][CH2:9][CH2:10][O:11][C:12]2[C:16]([C:17]3[CH:22]=[CH:21][C:20]([CH3:23])=[CH:19][CH:18]=3)=[C:15]([NH:24][S:25]([C:28]3[CH:33]=[CH:32][C:31]([C:34]([CH3:37])([CH3:36])[CH3:35])=[CH:30][CH:29]=3)(=[O:27])=[O:26])[N:14]([CH3:38])[N:13]=2)=[N:6][CH:7]=1.[H-].[Na+].CC(N(C)C)=O.C([Li])CCC. (3) Given the product [CH3:15][C@H:10]1[O:11][C@@H:12]([CH3:14])[CH2:13][N:8]([C:5]2[C:4]([CH:16]=[O:17])=[CH:3][C:2]([C:21]3[CH:22]=[N:18][NH:19][CH:20]=3)=[CH:7][N:6]=2)[CH2:9]1, predict the reactants needed to synthesize it. The reactants are: Br[C:2]1[CH:3]=[C:4]([CH:16]=[O:17])[C:5]([N:8]2[CH2:13][C@@H:12]([CH3:14])[O:11][C@@H:10]([CH3:15])[CH2:9]2)=[N:6][CH:7]=1.[NH:18]1[CH:22]=[C:21](B(O)O)[CH:20]=[N:19]1.